Dataset: NCI-60 drug combinations with 297,098 pairs across 59 cell lines. Task: Regression. Given two drug SMILES strings and cell line genomic features, predict the synergy score measuring deviation from expected non-interaction effect. Drug 1: COC1=CC(=CC(=C1O)OC)C2C3C(COC3=O)C(C4=CC5=C(C=C24)OCO5)OC6C(C(C7C(O6)COC(O7)C8=CC=CS8)O)O. Drug 2: CN(CCCl)CCCl.Cl. Cell line: NCI-H460. Synergy scores: CSS=58.9, Synergy_ZIP=1.27, Synergy_Bliss=2.30, Synergy_Loewe=-1.63, Synergy_HSA=3.29.